From a dataset of NCI-60 drug combinations with 297,098 pairs across 59 cell lines. Regression. Given two drug SMILES strings and cell line genomic features, predict the synergy score measuring deviation from expected non-interaction effect. (1) Drug 1: C1=NC(=NC(=O)N1C2C(C(C(O2)CO)O)O)N. Drug 2: CC(C)(C#N)C1=CC(=CC(=C1)CN2C=NC=N2)C(C)(C)C#N. Cell line: MDA-MB-231. Synergy scores: CSS=-0.339, Synergy_ZIP=-4.65, Synergy_Bliss=-6.76, Synergy_Loewe=-6.09, Synergy_HSA=-5.40. (2) Drug 1: CS(=O)(=O)C1=CC(=C(C=C1)C(=O)NC2=CC(=C(C=C2)Cl)C3=CC=CC=N3)Cl. Drug 2: CC(C)NC(=O)C1=CC=C(C=C1)CNNC.Cl. Cell line: OVCAR-4. Synergy scores: CSS=3.84, Synergy_ZIP=-1.65, Synergy_Bliss=-0.239, Synergy_Loewe=-1.44, Synergy_HSA=-1.09. (3) Drug 1: CCCS(=O)(=O)NC1=C(C(=C(C=C1)F)C(=O)C2=CNC3=C2C=C(C=N3)C4=CC=C(C=C4)Cl)F. Drug 2: CC1C(C(CC(O1)OC2CC(CC3=C2C(=C4C(=C3O)C(=O)C5=C(C4=O)C(=CC=C5)OC)O)(C(=O)C)O)N)O.Cl. Cell line: SW-620. Synergy scores: CSS=29.7, Synergy_ZIP=12.6, Synergy_Bliss=8.82, Synergy_Loewe=-48.9, Synergy_HSA=-6.21. (4) Drug 1: CCC1=CC2CC(C3=C(CN(C2)C1)C4=CC=CC=C4N3)(C5=C(C=C6C(=C5)C78CCN9C7C(C=CC9)(C(C(C8N6C)(C(=O)OC)O)OC(=O)C)CC)OC)C(=O)OC.C(C(C(=O)O)O)(C(=O)O)O. Drug 2: CC1=CC=C(C=C1)C2=CC(=NN2C3=CC=C(C=C3)S(=O)(=O)N)C(F)(F)F. Cell line: SR. Synergy scores: CSS=66.5, Synergy_ZIP=7.67, Synergy_Bliss=7.36, Synergy_Loewe=-21.6, Synergy_HSA=8.37. (5) Drug 1: C1=C(C(=O)NC(=O)N1)F. Drug 2: CN1C(=O)N2C=NC(=C2N=N1)C(=O)N. Cell line: MDA-MB-231. Synergy scores: CSS=9.85, Synergy_ZIP=-10.7, Synergy_Bliss=-7.11, Synergy_Loewe=-10.1, Synergy_HSA=-5.72. (6) Drug 1: C1CN1C2=NC(=NC(=N2)N3CC3)N4CC4. Drug 2: CC12CCC3C(C1CCC2OP(=O)(O)O)CCC4=C3C=CC(=C4)OC(=O)N(CCCl)CCCl.[Na+]. Cell line: MALME-3M. Synergy scores: CSS=11.5, Synergy_ZIP=-6.25, Synergy_Bliss=-2.56, Synergy_Loewe=-10.6, Synergy_HSA=-3.59. (7) Drug 1: CC1=C2C(C(=O)C3(C(CC4C(C3C(C(C2(C)C)(CC1OC(=O)C(C(C5=CC=CC=C5)NC(=O)OC(C)(C)C)O)O)OC(=O)C6=CC=CC=C6)(CO4)OC(=O)C)OC)C)OC. Drug 2: C1CCC(C1)C(CC#N)N2C=C(C=N2)C3=C4C=CNC4=NC=N3. Cell line: MDA-MB-231. Synergy scores: CSS=34.4, Synergy_ZIP=-0.0894, Synergy_Bliss=-0.630, Synergy_Loewe=-9.59, Synergy_HSA=0.826.